From a dataset of NCI-60 drug combinations with 297,098 pairs across 59 cell lines. Regression. Given two drug SMILES strings and cell line genomic features, predict the synergy score measuring deviation from expected non-interaction effect. (1) Drug 1: CS(=O)(=O)C1=CC(=C(C=C1)C(=O)NC2=CC(=C(C=C2)Cl)C3=CC=CC=N3)Cl. Drug 2: CCN(CC)CCNC(=O)C1=C(NC(=C1C)C=C2C3=C(C=CC(=C3)F)NC2=O)C. Cell line: SNB-19. Synergy scores: CSS=3.62, Synergy_ZIP=0.361, Synergy_Bliss=0.468, Synergy_Loewe=-0.527, Synergy_HSA=-0.662. (2) Drug 1: C(CC(=O)O)C(=O)CN.Cl. Drug 2: C1CCC(C(C1)N)N.C(=O)(C(=O)[O-])[O-].[Pt+4]. Cell line: ACHN. Synergy scores: CSS=28.3, Synergy_ZIP=-3.32, Synergy_Bliss=2.28, Synergy_Loewe=-20.0, Synergy_HSA=0.378. (3) Drug 1: C1C(C(OC1N2C=C(C(=O)NC2=O)F)CO)O. Drug 2: C1CN(CCN1C(=O)CCBr)C(=O)CCBr. Cell line: OVCAR-5. Synergy scores: CSS=24.9, Synergy_ZIP=-4.47, Synergy_Bliss=-0.385, Synergy_Loewe=2.18, Synergy_HSA=3.59. (4) Drug 1: CCC(=C(C1=CC=CC=C1)C2=CC=C(C=C2)OCCN(C)C)C3=CC=CC=C3.C(C(=O)O)C(CC(=O)O)(C(=O)O)O. Drug 2: CCC1(C2=C(COC1=O)C(=O)N3CC4=CC5=C(C=CC(=C5CN(C)C)O)N=C4C3=C2)O.Cl. Cell line: SK-OV-3. Synergy scores: CSS=25.9, Synergy_ZIP=2.39, Synergy_Bliss=4.64, Synergy_Loewe=-13.4, Synergy_HSA=3.76. (5) Drug 1: C1=CC=C(C=C1)NC(=O)CCCCCCC(=O)NO. Drug 2: CC12CCC3C(C1CCC2O)C(CC4=C3C=CC(=C4)O)CCCCCCCCCS(=O)CCCC(C(F)(F)F)(F)F. Cell line: T-47D. Synergy scores: CSS=10.6, Synergy_ZIP=2.97, Synergy_Bliss=6.64, Synergy_Loewe=-0.968, Synergy_HSA=1.73. (6) Drug 1: C1CCC(C1)C(CC#N)N2C=C(C=N2)C3=C4C=CNC4=NC=N3. Drug 2: CCC1=C2CN3C(=CC4=C(C3=O)COC(=O)C4(CC)O)C2=NC5=C1C=C(C=C5)O. Cell line: NCIH23. Synergy scores: CSS=29.3, Synergy_ZIP=-1.42, Synergy_Bliss=0.924, Synergy_Loewe=-16.2, Synergy_HSA=1.97.